This data is from Forward reaction prediction with 1.9M reactions from USPTO patents (1976-2016). The task is: Predict the product of the given reaction. (1) Given the reactants Cl[CH2:2][S:3]([C:6]1[C:15]2[C:10](=[CH:11][CH:12]=[CH:13][CH:14]=2)[CH:9]=[CH:8][CH:7]=1)(=[O:5])=[O:4].[F:16][C:17]1[CH:22]=[CH:21][C:20]([N+:23]([O-:25])=[O:24])=[CH:19][CH:18]=1.CC(C)([O-])C.[K+].C(O)(=O)C, predict the reaction product. The product is: [F:16][C:17]1[CH:18]=[CH:19][C:20]([N+:23]([O-:25])=[O:24])=[C:21]([CH2:2][S:3]([C:6]2[C:15]3[C:10](=[CH:11][CH:12]=[CH:13][CH:14]=3)[CH:9]=[CH:8][CH:7]=2)(=[O:5])=[O:4])[CH:22]=1. (2) Given the reactants [NH2:1][C@@H:2]1[CH2:7][CH2:6][C@H:5]([OH:8])[CH2:4][CH2:3]1.Cl[C:10]1[CH:19]=[N:18][C:17]2[C:12](=[CH:13][C:14]([O:22][CH3:23])=[C:15]([O:20][CH3:21])[CH:16]=2)[N:11]=1, predict the reaction product. The product is: [CH3:21][O:20][C:15]1[CH:16]=[C:17]2[C:12](=[CH:13][C:14]=1[O:22][CH3:23])[N:11]=[C:10]([NH:1][C@@H:2]1[CH2:7][CH2:6][C@H:5]([OH:8])[CH2:4][CH2:3]1)[CH:19]=[N:18]2. (3) Given the reactants [N+:1]([C:4]1[C:5]([C:30]2[C:39]3[C:34](=[CH:35][CH:36]=[CH:37][CH:38]=3)[CH:33]=[CH:32][CH:31]=2)=[N:6][C:7]([O:10][C:11]2[N:16]=[C:15]([C:17]3[C:26]4[C:21](=[CH:22][CH:23]=[CH:24][CH:25]=4)[CH:20]=[CH:19][CH:18]=3)[C:14]([N+:27]([O-])=O)=[CH:13][N:12]=2)=[N:8][CH:9]=1)([O-])=O.C([O-])=O.[NH4+], predict the reaction product. The product is: [NH2:27][C:14]1[C:15]([C:17]2[C:26]3[C:21](=[CH:22][CH:23]=[CH:24][CH:25]=3)[CH:20]=[CH:19][CH:18]=2)=[N:16][C:11]([O:10][C:7]2[N:6]=[C:5]([C:30]3[C:39]4[C:34](=[CH:35][CH:36]=[CH:37][CH:38]=4)[CH:33]=[CH:32][CH:31]=3)[C:4]([NH2:1])=[CH:9][N:8]=2)=[N:12][CH:13]=1. (4) Given the reactants [F:1][C:2]1[CH:3]=[CH:4][C:5]([CH:9]2[CH2:18][CH2:17][C:16]3[C:11](=[CH:12][CH:13]=[C:14]([O:19][CH3:20])[CH:15]=3)[CH2:10]2)=[C:6]([NH2:8])[CH:7]=1.Cl.[F:22][C:23]1[CH:24]=[C:25]([CH:29]=[CH:30][C:31]=1[O:32][CH2:33][CH2:34][N:35]1[CH2:40][CH2:39][CH2:38][CH2:37][CH2:36]1)[C:26](O)=O.F[C:42]1C=C(C=C[C:49]=1OCCN1CCCCC1)CN, predict the reaction product. The product is: [CH2:42]([N:8]([C:6]1[CH:7]=[C:2]([F:1])[CH:3]=[CH:4][C:5]=1[CH:9]1[CH2:18][CH2:17][C:16]2[C:11](=[CH:12][CH:13]=[C:14]([O:19][CH3:20])[CH:15]=2)[CH2:10]1)[CH2:26][C:25]1[CH:29]=[CH:30][C:31]([O:32][CH2:33][CH2:34][N:35]2[CH2:40][CH2:39][CH2:38][CH2:37][CH2:36]2)=[C:23]([F:22])[CH:24]=1)[CH3:49]. (5) Given the reactants [Cl:1][C:2]1[N:7]=[C:6]2[NH:8][N:9]=[C:10]([OH:11])[C:5]2=[C:4]([CH3:12])[CH:3]=1.[N:13]([C@H:16]1[C:24]2[C:19](=[CH:20][CH:21]=[CH:22][CH:23]=2)[CH2:18][CH2:17]1)=[C:14]=[O:15], predict the reaction product. The product is: [C@H:16]1([NH:13][C:14]([N:9]2[C:10](=[O:11])[C:5]3[C:6](=[N:7][C:2]([Cl:1])=[CH:3][C:4]=3[CH3:12])[NH:8]2)=[O:15])[C:24]2[C:19](=[CH:20][CH:21]=[CH:22][CH:23]=2)[CH2:18][CH2:17]1. (6) Given the reactants [NH2:1][C:2]1[CH:7]=[CH:6][CH:5]=[CH:4][C:3]=1[NH:8][C:9]1[N:10]=[C:11]([N:30]2[CH2:35][CH2:34][O:33][CH2:32][CH2:31]2)[C:12]2[N:18]=[C:17]([CH2:19][N:20]3[CH2:25][CH2:24][CH:23]([C:26]([OH:29])([CH3:28])[CH3:27])[CH2:22][CH2:21]3)[CH:16]=[CH:15][C:13]=2[N:14]=1.[F:36][C:37]([F:42])([CH3:41])[C:38](O)=[O:39].F[P-](F)(F)(F)(F)F.N1(OC(N(C)C)=[N+](C)C)C2N=CC=CC=2N=N1.CCN(C(C)C)C(C)C, predict the reaction product. The product is: [F:36][C:37]([F:42])([CH3:41])[C:38]([NH:1][C:2]1[CH:7]=[CH:6][CH:5]=[CH:4][C:3]=1[NH:8][C:9]1[N:10]=[C:11]([N:30]2[CH2:35][CH2:34][O:33][CH2:32][CH2:31]2)[C:12]2[N:18]=[C:17]([CH2:19][N:20]3[CH2:21][CH2:22][CH:23]([C:26]([OH:29])([CH3:28])[CH3:27])[CH2:24][CH2:25]3)[CH:16]=[CH:15][C:13]=2[N:14]=1)=[O:39].